Predict the reaction yield, written as a fraction of the theoretical maximum amount of product (1.0 means a 100% yield; for example, 0.34 means a 34% yield). From a dataset of Reaction yield outcomes from USPTO patents with 853,638 reactions. The reactants are [H-].[Na+].[CH3:3][S:4]([C:7]1[CH:12]=[CH:11][C:10]([OH:13])=[CH:9][CH:8]=1)(=[O:6])=[O:5].[CH:14]([O:17][C:18]([N:20]1[CH2:25][CH2:24][CH:23]([N:26]2[C:30]3=[N:31][CH:32]=[N:33][C:34](Cl)=[C:29]3[C:28]([CH3:36])=[N:27]2)[CH2:22][CH2:21]1)=[O:19])([CH3:16])[CH3:15].[Cl-].[NH4+]. The catalyst is CN(C)C=O. The product is [CH:14]([O:17][C:18]([N:20]1[CH2:25][CH2:24][CH:23]([N:26]2[C:30]3=[N:31][CH:32]=[N:33][C:34]([O:13][C:10]4[CH:11]=[CH:12][C:7]([S:4]([CH3:3])(=[O:5])=[O:6])=[CH:8][CH:9]=4)=[C:29]3[C:28]([CH3:36])=[N:27]2)[CH2:22][CH2:21]1)=[O:19])([CH3:16])[CH3:15]. The yield is 0.680.